Dataset: Reaction yield outcomes from USPTO patents with 853,638 reactions. Task: Predict the reaction yield, written as a fraction of the theoretical maximum amount of product (1.0 means a 100% yield; for example, 0.34 means a 34% yield). (1) The reactants are [N:1]([CH2:4][C:5]1[NH:14][C:13](=O)[C:12]2[CH2:11][C:10]([CH3:17])([CH3:16])[CH2:9][CH2:8][C:7]=2[N:6]=1)=[N+:2]=[N-:3].P(Cl)(Cl)([Cl:20])=O. The catalyst is C(Cl)(Cl)Cl. The product is [N:1]([CH2:4][C:5]1[N:14]=[C:13]([Cl:20])[C:12]2[CH2:11][C:10]([CH3:17])([CH3:16])[CH2:9][CH2:8][C:7]=2[N:6]=1)=[N+:2]=[N-:3]. The yield is 0.830. (2) The reactants are [CH3:1][O:2][C:3]([CH:5]1[CH2:10][CH:9](OS(C)(=O)=O)[CH2:8][CH2:7][O:6]1)=[O:4].[F:16][C:17]([F:26])([F:25])[C:18]1[CH:19]=[C:20]([SH:24])[CH:21]=[CH:22][CH:23]=1.C([O-])([O-])=O.[K+].[K+]. The catalyst is CN(C=O)C. The product is [CH3:1][O:2][C:3]([CH:5]1[CH2:10][CH:9]([S:24][C:20]2[CH:21]=[CH:22][CH:23]=[C:18]([C:17]([F:16])([F:25])[F:26])[CH:19]=2)[CH2:8][CH2:7][O:6]1)=[O:4]. The yield is 0.428. (3) The reactants are [CH3:1][O:2][C:3]1[CH:4]=[C:5]2[C:10](=[CH:11][C:12]=1[O:13][CH3:14])[N:9]=[CH:8][CH:7]=[C:6]2[O:15][C:16]1[CH:21]=[CH:20][C:19]([NH:22][C:23](=O)[CH2:24][CH2:25][O:26][C:27]2[CH:32]=[CH:31][CH:30]=[CH:29][CH:28]=2)=[CH:18][CH:17]=1.Cl.[OH-].[Na+]. The catalyst is O1CCCC1. The product is [CH3:1][O:2][C:3]1[CH:4]=[C:5]2[C:10](=[CH:11][C:12]=1[O:13][CH3:14])[N:9]=[CH:8][CH:7]=[C:6]2[O:15][C:16]1[CH:21]=[CH:20][C:19]([NH:22][CH2:23][CH2:24][CH2:25][O:26][C:27]2[CH:32]=[CH:31][CH:30]=[CH:29][CH:28]=2)=[CH:18][CH:17]=1. The yield is 0.800. (4) The reactants are [NH2:1][C:2]1[C:3]([C:13]([O:15][CH2:16][CH3:17])=[O:14])=[N:4][C:5]2[C:10]([CH:11]=1)=[CH:9][CH:8]=[C:7]([Br:12])[CH:6]=2.N1C=CC=CC=1.Cl[C:25]([O:27][CH2:28][C:29]1[CH:34]=[CH:33][CH:32]=[CH:31][CH:30]=1)=[O:26]. The catalyst is C(Cl)Cl. The product is [CH2:28]([O:27][C:25]([NH:1][C:2]1[C:3]([C:13]([O:15][CH2:16][CH3:17])=[O:14])=[N:4][C:5]2[C:10]([CH:11]=1)=[CH:9][CH:8]=[C:7]([Br:12])[CH:6]=2)=[O:26])[C:29]1[CH:34]=[CH:33][CH:32]=[CH:31][CH:30]=1. The yield is 0.860. (5) The reactants are [S:1]1[CH:5]=[CH:4][C:3]2[CH:6]=[C:7]([CH2:10][OH:11])[CH:8]=[CH:9][C:2]1=2. The catalyst is C1C=CC=CC=1.O=[Mn]=O. The product is [S:1]1[CH:5]=[CH:4][C:3]2[CH:6]=[C:7]([CH:10]=[O:11])[CH:8]=[CH:9][C:2]1=2. The yield is 0.920.